Dataset: Catalyst prediction with 721,799 reactions and 888 catalyst types from USPTO. Task: Predict which catalyst facilitates the given reaction. Reactant: O.[OH-].[Li+].[Cl:4][C:5]1[CH:10]=[C:9]([S:11][C:12]2[CH:17]=[CH:16][C:15]([N:18](S(C)(=O)=O)[S:19]([CH3:22])(=[O:21])=[O:20])=[CH:14][CH:13]=2)[CH:8]=[CH:7][C:6]=1[NH:27][C:28](=[O:36])[C:29]([O:32]C(=O)C)([CH3:31])[CH3:30].Cl.C(Cl)Cl. Product: [Cl:4][C:5]1[CH:10]=[C:9]([S:11][C:12]2[CH:13]=[CH:14][C:15]([NH:18][S:19]([CH3:22])(=[O:21])=[O:20])=[CH:16][CH:17]=2)[CH:8]=[CH:7][C:6]=1[NH:27][C:28](=[O:36])[C:29]([OH:32])([CH3:31])[CH3:30]. The catalyst class is: 72.